This data is from Catalyst prediction with 721,799 reactions and 888 catalyst types from USPTO. The task is: Predict which catalyst facilitates the given reaction. (1) Reactant: [F:1][C:2]1[CH:3]=[CH:4][CH:5]=[C:6]2[C:10]=1[NH:9][CH:8]=[CH:7]2.[C:11]([O:15][C:16]([N:18]1[CH2:23][CH2:22][C:21](=O)[CH2:20][CH2:19]1)=[O:17])([CH3:14])([CH3:13])[CH3:12].N1CCCC1. Product: [C:11]([O:15][C:16]([N:18]1[CH2:19][CH:20]=[C:21]([C:7]2[C:6]3[C:10](=[C:2]([F:1])[CH:3]=[CH:4][CH:5]=3)[NH:9][CH:8]=2)[CH2:22][CH2:23]1)=[O:17])([CH3:14])([CH3:12])[CH3:13]. The catalyst class is: 8. (2) Reactant: [CH2:1]=[C:2]1[C:7](=[O:8])[CH:6]2[CH2:9][CH2:10][N:3]1[CH2:4][CH2:5]2. Product: [CH3:1][CH:2]1[CH:7]([OH:8])[CH:6]2[CH2:9][CH2:10][N:3]1[CH2:4][CH2:5]2. The catalyst class is: 29. (3) Reactant: Cl[C:2]1[C:7]([CH3:8])=[C:6]([Cl:9])[N:5]=[CH:4][N:3]=1.[CH:10]([O:13][C:14]([N:16]1[CH2:21][CH2:20][CH:19]([OH:22])[CH2:18][CH2:17]1)=[O:15])([CH3:12])[CH3:11].CC(C)([O-])C.[K+].N1C=CC=NC=1. Product: [CH:10]([O:13][C:14]([N:16]1[CH2:17][CH2:18][CH:19]([O:22][C:2]2[C:7]([CH3:8])=[C:6]([Cl:9])[N:5]=[CH:4][N:3]=2)[CH2:20][CH2:21]1)=[O:15])([CH3:12])[CH3:11]. The catalyst class is: 7.